Dataset: Full USPTO retrosynthesis dataset with 1.9M reactions from patents (1976-2016). Task: Predict the reactants needed to synthesize the given product. (1) Given the product [CH3:13][C:12]([CH3:15])([CH3:14])[C:11]([C:10]1[C:4]2[C:5](=[N:6][CH:7]=[C:2]([C:25]3[CH:30]=[N:29][C:28]([N:31]4[CH2:32][CH2:33][O:34][CH2:35][CH2:36]4)=[CH:27][CH:26]=3)[N:3]=2)[NH:8][CH:9]=1)=[O:16], predict the reactants needed to synthesize it. The reactants are: Br[C:2]1[N:3]=[C:4]2[C:10]([C:11](=[O:16])[C:12]([CH3:15])([CH3:14])[CH3:13])=[CH:9][NH:8][C:5]2=[N:6][CH:7]=1.CC1(C)C(C)(C)OB([C:25]2[CH:26]=[CH:27][C:28]([N:31]3[CH2:36][CH2:35][O:34][CH2:33][CH2:32]3)=[N:29][CH:30]=2)O1.C([O-])([O-])=O.[K+].[K+]. (2) Given the product [N:1]([CH2:31][C:27]1[O:28][C:29]([CH3:30])=[C:25]([CH3:24])[CH:26]=1)=[N+:2]=[N-:3], predict the reactants needed to synthesize it. The reactants are: [N-:1]=[N+:2]=[N-:3].[Na+].C1(P(C2C=CC=CC=2)C2C=CC=CC=2)C=CC=CC=1.[CH3:24][C:25]1[CH:26]=[C:27]([CH2:31]O)[O:28][C:29]=1[CH3:30].C(Br)(Br)(Br)Br. (3) Given the product [ClH:2].[NH2:49][CH2:48][C@H:45]1[CH2:46][CH2:47][C@H:42]([C:40]([NH:39][C@@H:16]([CH2:17][C:18]2[CH:19]=[C:20]([C:24]3[CH:25]=[CH:26][C:27]([C:30]([N:32]4[CH2:37][CH2:36][N:35]([CH3:38])[CH2:34][CH2:33]4)=[O:31])=[CH:28][CH:29]=3)[CH:21]=[CH:22][CH:23]=2)[C:15]([NH:14][C:11]2[CH:10]=[CH:9][C:8]([C:6]3[NH:7][C:3]([Cl:2])=[N:4][N:5]=3)=[CH:13][CH:12]=2)=[O:57])=[O:41])[CH2:43][CH2:44]1, predict the reactants needed to synthesize it. The reactants are: Cl.[Cl:2][C:3]1[NH:7][C:6]([C:8]2[CH:13]=[CH:12][C:11]([NH:14][C:15](=[O:57])[C@@H:16]([NH:39][C:40]([C@H:42]3[CH2:47][CH2:46][C@H:45]([CH2:48][NH:49]C(=O)OC(C)(C)C)[CH2:44][CH2:43]3)=[O:41])[CH2:17][C:18]3[CH:19]=[C:20]([C:24]4[CH:29]=[CH:28][C:27]([C:30]([N:32]5[CH2:37][CH2:36][N:35]([CH3:38])[CH2:34][CH2:33]5)=[O:31])=[CH:26][CH:25]=4)[CH:21]=[CH:22][CH:23]=3)=[CH:10][CH:9]=2)=[N:5][N:4]=1.C(#N)C.